From a dataset of Forward reaction prediction with 1.9M reactions from USPTO patents (1976-2016). Predict the product of the given reaction. (1) Given the reactants C(=O)([O-])[O-].[Cs+].[Cs+].[CH2:7]([C:10]1[S:11][C:12]2[C:21]3[CH:20]=[CH:19][C:18]([OH:22])=[CH:17][C:16]=3[N:15]=[CH:14][C:13]=2[N:23]=1)[CH2:8][CH3:9].I[CH2:25][CH2:26][O:27][CH2:28][CH2:29][NH:30][C:31](=[O:37])[O:32][C:33]([CH3:36])([CH3:35])[CH3:34], predict the reaction product. The product is: [CH2:7]([C:10]1[S:11][C:12]2[C:21]3[CH:20]=[CH:19][C:18]([O:22][CH2:25][CH2:26][O:27][CH2:28][CH2:29][NH:30][C:31](=[O:37])[O:32][C:33]([CH3:36])([CH3:35])[CH3:34])=[CH:17][C:16]=3[N:15]=[CH:14][C:13]=2[N:23]=1)[CH2:8][CH3:9]. (2) Given the reactants [C:1]1([C:7]2[O:11][N:10]=[C:9]([C:12]3[O:16][N:15]=[C:14]([C:17]4[CH:22]=[CH:21][C:20]([CH2:23][CH2:24]O)=[CH:19][CH:18]=4)[N:13]=3)[C:8]=2[CH2:26][CH2:27][CH3:28])[CH:6]=[CH:5][CH:4]=[CH:3][CH:2]=1.P(Br)(Br)[Br:30], predict the reaction product. The product is: [Br:30][CH2:24][CH2:23][C:20]1[CH:21]=[CH:22][C:17]([C:14]2[N:13]=[C:12]([C:9]3[C:8]([CH2:26][CH2:27][CH3:28])=[C:7]([C:1]4[CH:6]=[CH:5][CH:4]=[CH:3][CH:2]=4)[O:11][N:10]=3)[O:16][N:15]=2)=[CH:18][CH:19]=1. (3) The product is: [NH2:14][C:15]1[CH:16]=[C:17]([CH:21]=[CH:22][C:23]=1[O:24][C:25]([F:26])([F:27])[F:28])[C:18]([NH:7][C:4]1[CH:3]=[CH:2][C:1]([C:8]2[CH:13]=[CH:12][CH:11]=[CH:10][CH:9]=2)=[CH:6][CH:5]=1)=[O:19]. Given the reactants [C:1]1([C:8]2[CH:13]=[CH:12][CH:11]=[CH:10][CH:9]=2)[CH:6]=[CH:5][C:4]([NH2:7])=[CH:3][CH:2]=1.[NH2:14][C:15]1[CH:16]=[C:17]([CH:21]=[CH:22][C:23]=1[O:24][C:25]([F:28])([F:27])[F:26])[C:18](O)=[O:19].F[P-](F)(F)(F)(F)F.N1(O[P+](N2CCCC2)(N2CCCC2)N2CCCC2)C2C=CC=CC=2N=N1.C(N(C(C)C)CC)(C)C, predict the reaction product. (4) Given the reactants [NH2:1][C:2]1[O:3][C:4]2[C:9]([CH:10]([C:14]3[CH:19]=[C:18]([O:20][CH3:21])[C:17]([O:22][CH3:23])=[C:16]([Br:24])[CH:15]=3)[C:11]=1[C:12]#[N:13])=[CH:8][CH:7]=[C:6]([N:25]([CH3:27])[CH3:26])[CH:5]=2.[C:28](Cl)(=[O:34])[CH2:29][CH2:30][C:31](Cl)=[O:32], predict the reaction product. The product is: [C:12]([C:11]1[CH:10]([C:14]2[CH:19]=[C:18]([O:20][CH3:21])[C:17]([O:22][CH3:23])=[C:16]([Br:24])[CH:15]=2)[C:9]2[C:4](=[CH:5][C:6]([N:25]([CH3:27])[CH3:26])=[CH:7][CH:8]=2)[O:3][C:2]=1[N:1]1[C:31](=[O:32])[CH2:30][CH2:29][C:28]1=[O:34])#[N:13]. (5) Given the reactants [C:1]([C:5]1[N:6]=[C:7]([NH:10][C:11]([C:13]2[CH:33]=[CH:32][N:16]3[C:17](=[O:31])[C:18](/[CH:22]=[CH:23]/[C:24]([O:26][C:27]([CH3:30])([CH3:29])[CH3:28])=[O:25])=[C:19](O)[N:20]=[C:15]3[CH:14]=2)=[O:12])[S:8][CH:9]=1)([CH3:4])([CH3:3])[CH3:2].CN(C)C=O.C(N(C(C)C)CC)(C)C.Cl.[OH:49][CH:50]1[CH:55]([OH:56])[CH2:54][CH2:53][NH:52][CH2:51]1, predict the reaction product. The product is: [C:1]([C:5]1[N:6]=[C:7]([NH:10][C:11]([C:13]2[CH:33]=[CH:32][N:16]3[C:17](=[O:31])[C:18](/[CH:22]=[CH:23]/[C:24]([O:26][C:27]([CH3:29])([CH3:30])[CH3:28])=[O:25])=[C:19]([N:52]4[CH2:53][CH2:54][CH:55]([OH:56])[CH:50]([OH:49])[CH2:51]4)[N:20]=[C:15]3[CH:14]=2)=[O:12])[S:8][CH:9]=1)([CH3:4])([CH3:2])[CH3:3].